Task: Predict the reaction yield, written as a fraction of the theoretical maximum amount of product (1.0 means a 100% yield; for example, 0.34 means a 34% yield).. Dataset: Reaction yield outcomes from USPTO patents with 853,638 reactions (1) The reactants are [Cl:1][C:2]1[CH:3]=[C:4]([CH:10]=[C:11]([F:39])[C:12]=1[CH2:13][CH2:14][C:15]1[N:16]([C:32]2[CH:37]=[CH:36][C:35]([F:38])=[CH:34][CH:33]=2)[C:17]([C:20]([C:23]2[CH:28]=[CH:27][C:26]([Cl:29])=[C:25]([O:30][CH3:31])[CH:24]=2)([CH3:22])[CH3:21])=[CH:18][N:19]=1)[C:5]([O:7]CC)=[O:6].[OH-].[Na+]. The catalyst is CO.O. The product is [Cl:1][C:2]1[CH:3]=[C:4]([CH:10]=[C:11]([F:39])[C:12]=1[CH2:13][CH2:14][C:15]1[N:16]([C:32]2[CH:33]=[CH:34][C:35]([F:38])=[CH:36][CH:37]=2)[C:17]([C:20]([C:23]2[CH:28]=[CH:27][C:26]([Cl:29])=[C:25]([O:30][CH3:31])[CH:24]=2)([CH3:22])[CH3:21])=[CH:18][N:19]=1)[C:5]([OH:7])=[O:6]. The yield is 0.810. (2) The reactants are [NH2:1][C:2]1[C:7]([CH:8]2[CH2:12][CH2:11][CH2:10][O:9]2)=[CH:6][C:5]([C:13]2[CH:14]=[N:15][C:16]([C:19]([OH:22])([CH3:21])[CH3:20])=[N:17][CH:18]=2)=[CH:4][C:3]=1[N+:23]([O-])=O.C1COCC1.CCN(CC)CC. The catalyst is [Pd].CO. The product is [NH2:23][C:3]1[CH:4]=[C:5]([C:13]2[CH:18]=[N:17][C:16]([C:19]([OH:22])([CH3:20])[CH3:21])=[N:15][CH:14]=2)[CH:6]=[C:7]([CH:8]2[CH2:12][CH2:11][CH2:10][O:9]2)[C:2]=1[NH2:1]. The yield is 0.980. (3) The reactants are [CH3:1][O:2][CH2:3][CH2:4][NH2:5].C(=O)([O-])[O-].[K+].[K+].[Br:12][C:13]1[CH:33]=[CH:32][C:16]2[C:17]([CH2:30]Br)=[C:18]([C:20]([C:22]3[CH:27]=[CH:26][C:25]([Cl:28])=[CH:24][C:23]=3[Cl:29])=[O:21])[O:19][C:15]=2[CH:14]=1. The catalyst is C1COCC1. The product is [Br:12][C:13]1[CH:33]=[CH:32][C:16]2[C:17]([CH2:30][NH:5][CH2:4][CH2:3][O:2][CH3:1])=[C:18]([C:20]([C:22]3[CH:27]=[CH:26][C:25]([Cl:28])=[CH:24][C:23]=3[Cl:29])=[O:21])[O:19][C:15]=2[CH:14]=1. The yield is 0.440.